Dataset: Forward reaction prediction with 1.9M reactions from USPTO patents (1976-2016). Task: Predict the product of the given reaction. Given the reactants [Cl:1][C:2]1[CH:7]=[CH:6][C:5]([CH2:8][C:9](=O)[CH2:10][C:11]2[CH:16]=[CH:15][C:14]([Cl:17])=[CH:13][CH:12]=2)=[CH:4][CH:3]=1.Cl.CN.[CH2:22]([N:24](CC)CC)C.[BH4-].[Na+], predict the reaction product. The product is: [Cl:1][C:2]1[CH:7]=[CH:6][C:5]([CH2:8][CH:9]([NH:24][CH3:22])[CH2:10][C:11]2[CH:16]=[CH:15][C:14]([Cl:17])=[CH:13][CH:12]=2)=[CH:4][CH:3]=1.